Dataset: Full USPTO retrosynthesis dataset with 1.9M reactions from patents (1976-2016). Task: Predict the reactants needed to synthesize the given product. (1) Given the product [CH3:26][O:25][C:23](=[O:24])/[CH:22]=[CH:21]/[C:16]1[CH:17]=[CH:18][CH:19]=[CH:20][C:15]=1[NH:14][C:12]([C:11]1[CH:10]=[C:9]([CH2:8][CH2:7][C:6]([OH:30])=[O:5])[CH:29]=[CH:28][CH:27]=1)=[O:13], predict the reactants needed to synthesize it. The reactants are: C([O:5][C:6](=[O:30])[CH2:7][CH2:8][C:9]1[CH:10]=[C:11]([CH:27]=[CH:28][CH:29]=1)[C:12]([NH:14][C:15]1[CH:20]=[CH:19][CH:18]=[CH:17][C:16]=1/[CH:21]=[CH:22]/[C:23]([O:25][CH3:26])=[O:24])=[O:13])(C)(C)C.FC(F)(F)C(O)=O. (2) Given the product [C:20]([O:19][C:17](=[O:18])[CH2:16][N:7]1[C:8]2[C:3](=[C:2]([F:1])[CH:11]=[CH:10][CH:9]=2)[NH:4][CH2:5][C:6]1=[O:12])([CH3:23])([CH3:22])[CH3:21], predict the reactants needed to synthesize it. The reactants are: [F:1][C:2]1[CH:11]=[CH:10][CH:9]=[C:8]2[C:3]=1[NH:4][CH2:5][C:6](=[O:12])[NH:7]2.[H-].[Na+].Br[CH2:16][C:17]([O:19][C:20]([CH3:23])([CH3:22])[CH3:21])=[O:18].